Dataset: Full USPTO retrosynthesis dataset with 1.9M reactions from patents (1976-2016). Task: Predict the reactants needed to synthesize the given product. (1) Given the product [CH3:1][C:2]1[N:3]([C:8]2[N:9]=[CH:10][C:11]([CH:14]([OH:15])[CH2:16][NH:20][CH2:17][CH2:18][CH3:19])=[CH:12][CH:13]=2)[C:4]([CH3:7])=[CH:5][CH:6]=1, predict the reactants needed to synthesize it. The reactants are: [CH3:1][C:2]1[N:3]([C:8]2[CH:13]=[CH:12][C:11]([CH:14]3[CH2:16][O:15]3)=[CH:10][N:9]=2)[C:4]([CH3:7])=[CH:5][CH:6]=1.[CH2:17]([NH2:20])[CH2:18][CH3:19].Cl.O. (2) Given the product [N:1]([CH2:6][C:7]1[CH:8]=[C:9]2[C:13](=[CH:14][CH:15]=1)[N:12]([C:16]1[CH:21]=[C:20]([I:22])[CH:19]=[CH:18][N:17]=1)[N:11]=[C:10]2[C:23]([NH2:25])=[O:24])=[N+:2]=[N-:3], predict the reactants needed to synthesize it. The reactants are: [N-:1]=[N+:2]=[N-:3].[Na+].Cl[CH2:6][C:7]1[CH:8]=[C:9]2[C:13](=[CH:14][CH:15]=1)[N:12]([C:16]1[CH:21]=[C:20]([I:22])[CH:19]=[CH:18][N:17]=1)[N:11]=[C:10]2[C:23]([NH2:25])=[O:24].CS(C)=O. (3) Given the product [CH:19]1([CH:9]([C:8]2[C:4]([CH2:3][O:2][CH3:1])=[N:5][N:6]([C:11]3[CH:16]=[CH:15][CH:14]=[C:13]([O:17][CH3:18])[CH:12]=3)[CH:7]=2)[OH:10])[CH2:24][CH2:23][CH2:22][CH2:21][CH2:20]1, predict the reactants needed to synthesize it. The reactants are: [CH3:1][O:2][CH2:3][C:4]1[C:8]([CH:9]=[O:10])=[CH:7][N:6]([C:11]2[CH:16]=[CH:15][CH:14]=[C:13]([O:17][CH3:18])[CH:12]=2)[N:5]=1.[CH:19]1([Mg]Br)[CH2:24][CH2:23][CH2:22][CH2:21][CH2:20]1. (4) The reactants are: [CH2:1]([O:8][C:9](=[O:33])[C@@H:10]([NH:20][C:21](=[O:32])[C@@H:22]([NH:24]C(OC(C)(C)C)=O)[CH3:23])[CH2:11][C:12]1[CH:17]=[CH:16][C:15]([O:18][CH3:19])=[CH:14][CH:13]=1)[C:2]1[CH:7]=[CH:6][CH:5]=[CH:4][CH:3]=1.FC(F)(F)C(O)=O.C(N(CC)C(C)C)(C)C.[C:50]1([CH3:60])[C:51]([S:56](Cl)(=[O:58])=[O:57])=[CH:52][CH:53]=[CH:54][CH:55]=1. Given the product [CH2:1]([O:8][C:9](=[O:33])[C@@H:10]([NH:20][C:21](=[O:32])[C@@H:22]([NH:24][S:56]([C:51]1[C:50]([CH3:60])=[CH:55][CH:54]=[CH:53][CH:52]=1)(=[O:58])=[O:57])[CH3:23])[CH2:11][C:12]1[CH:13]=[CH:14][C:15]([O:18][CH3:19])=[CH:16][CH:17]=1)[C:2]1[CH:3]=[CH:4][CH:5]=[CH:6][CH:7]=1, predict the reactants needed to synthesize it. (5) Given the product [Br:9][C:10]1[C:22]([F:23])=[CH:21][C:13]([C:14]([OH:16])=[O:15])=[C:12]([F:24])[CH:11]=1, predict the reactants needed to synthesize it. The reactants are: FC(F)(F)S(O)(=O)=O.[Br:9][C:10]1[C:22]([F:23])=[CH:21][C:13]([C:14]([O:16]C(C)(C)C)=[O:15])=[C:12]([F:24])[CH:11]=1. (6) Given the product [C:1]([O:5][C:6](=[O:23])[NH:7][CH:8]([C:15]1[CH:20]=[CH:19][C:18]([Cl:21])=[C:17]([Cl:22])[CH:16]=1)[C:9](=[O:14])[C:25]1[CH:30]=[CH:29][C:28]([O:31][CH:32]2[CH2:37][CH2:36][O:35][CH2:34][CH2:33]2)=[CH:27][N:26]=1)([CH3:2])([CH3:3])[CH3:4], predict the reactants needed to synthesize it. The reactants are: [C:1]([O:5][C:6](=[O:23])[NH:7][CH:8]([C:15]1[CH:20]=[CH:19][C:18]([Cl:21])=[C:17]([Cl:22])[CH:16]=1)[C:9](=[O:14])N(OC)C)([CH3:4])([CH3:3])[CH3:2].Br[C:25]1[CH:30]=[CH:29][C:28]([O:31][CH:32]2[CH2:37][CH2:36][O:35][CH2:34][CH2:33]2)=[CH:27][N:26]=1. (7) Given the product [CH:1]1([C:7]2[CH:14]=[CH:13][C:10]([CH2:11][Cl:21])=[CH:9][C:8]=2[C:15]([F:18])([F:17])[F:16])[CH2:6][CH2:5][CH2:4][CH2:3][CH2:2]1, predict the reactants needed to synthesize it. The reactants are: [CH:1]1([C:7]2[CH:14]=[CH:13][C:10]([CH2:11]O)=[CH:9][C:8]=2[C:15]([F:18])([F:17])[F:16])[CH2:6][CH2:5][CH2:4][CH2:3][CH2:2]1.S(Cl)([Cl:21])=O. (8) Given the product [CH3:26][C:21]1([CH3:27])[C:22]([CH3:25])([CH3:24])[O:23][B:19]([C:7]2[CH2:16][CH2:15][C:10]3([O:14][CH2:13][CH2:12][O:11]3)[CH2:9][CH:8]=2)[O:20]1, predict the reactants needed to synthesize it. The reactants are: FC(F)(F)S(O[C:7]1[CH2:16][CH2:15][C:10]2([O:14][CH2:13][CH2:12][O:11]2)[CH2:9][CH:8]=1)(=O)=O.[B:19]1([B:19]2[O:23][C:22]([CH3:25])([CH3:24])[C:21]([CH3:27])([CH3:26])[O:20]2)[O:23][C:22]([CH3:25])([CH3:24])[C:21]([CH3:27])([CH3:26])[O:20]1.C([O-])(=O)C.[K+].C(Cl)Cl.